From a dataset of KCNQ2 potassium channel screen with 302,405 compounds. Binary Classification. Given a drug SMILES string, predict its activity (active/inactive) in a high-throughput screening assay against a specified biological target. The compound is Clc1c(NC(=O)COC(=O)c2c(N3CCOCC3)ccc([N+]([O-])=O)c2)ncc(Cl)c1. The result is 0 (inactive).